This data is from Forward reaction prediction with 1.9M reactions from USPTO patents (1976-2016). The task is: Predict the product of the given reaction. (1) Given the reactants [F:1][C:2]1[CH:3]=[C:4]([CH2:9][C@H:10]([N:23]2[CH2:31][C:30]3[C:25](=[CH:26][CH:27]=[C:28]([C:32]4[N:36]([CH3:37])[N:35]=[CH:34][CH:33]=4)[CH:29]=3)[C:24]2=[O:38])[CH2:11][N:12]2[C:20](=[O:21])[C:19]3[C:14](=[CH:15][CH:16]=[CH:17][CH:18]=3)[C:13]2=[O:22])[CH:5]=[C:6]([F:8])[CH:7]=1.[Br:39]N1C(=O)CCC1=O, predict the reaction product. The product is: [Br:39][C:33]1[CH:34]=[N:35][N:36]([CH3:37])[C:32]=1[C:28]1[CH:29]=[C:30]2[C:25](=[CH:26][CH:27]=1)[C:24](=[O:38])[N:23]([C@@H:10]([CH2:9][C:4]1[CH:5]=[C:6]([F:8])[CH:7]=[C:2]([F:1])[CH:3]=1)[CH2:11][N:12]1[C:20](=[O:21])[C:19]3[C:14](=[CH:15][CH:16]=[CH:17][CH:18]=3)[C:13]1=[O:22])[CH2:31]2. (2) The product is: [CH3:22][CH:21]([N:20]1[C:16]([C:10]2[N:11]=[C:12]3[N:8]([CH:9]=2)[CH2:7][CH2:6][O:5][C:4]2[C:13]3=[CH:14][N:15]=[C:2]([N:24]3[CH2:28][CH2:27][CH2:26][CH:25]3[CH2:29][OH:30])[CH:3]=2)=[N:17][CH:18]=[N:19]1)[CH3:23]. Given the reactants Cl[C:2]1[CH:3]=[C:4]2[C:13](=[CH:14][N:15]=1)[C:12]1[N:8]([CH:9]=[C:10]([C:16]3[N:20]([CH:21]([CH3:23])[CH3:22])[N:19]=[CH:18][N:17]=3)[N:11]=1)[CH2:7][CH2:6][O:5]2.[NH:24]1[CH2:28][CH2:27][CH2:26][CH:25]1[CH2:29][OH:30], predict the reaction product. (3) Given the reactants CO[C:3]([C:5]1[S:6][C:7]([C:15]#[C:16][CH:17]2[CH2:19][CH2:18]2)=[CH:8][C:9]=1[N:10]=[CH:11][N:12]([CH3:14])C)=[O:4].[CH3:20][N:21]1[CH2:27][CH2:26][CH2:25][N:24]([C:28]2[CH:33]=[CH:32]C(N)=[CH:30][CH:29]=2)[CH2:23][CH2:22]1, predict the reaction product. The product is: [CH:17]1([C:16]#[C:15][C:7]2[S:6][C:5]3[C:3](=[O:4])[N:12]([C:14]4[CH:32]=[CH:33][C:28]([N:24]5[CH2:25][CH2:26][CH2:27][N:21]([CH3:20])[CH2:22][CH2:23]5)=[CH:29][CH:30]=4)[CH:11]=[N:10][C:9]=3[CH:8]=2)[CH2:18][CH2:19]1. (4) Given the reactants [CH2:1]([C:3]([CH2:11][CH3:12])([P:7]([OH:10])([OH:9])=[O:8])[C:4](O)=[O:5])[CH3:2].C(Cl)(=O)C([Cl:16])=O, predict the reaction product. The product is: [CH2:1]([C:3]([CH2:11][CH3:12])([P:7]([OH:10])([OH:9])=[O:8])[C:4]([Cl:16])=[O:5])[CH3:2]. (5) Given the reactants [C:1]([O:5][C:6](=[O:22])[N:7](C1C=CC=C(O)C=1)[CH2:8][C:9]1[CH:14]=[CH:13][CH:12]=[CH:11][CH:10]=1)([CH3:4])([CH3:3])[CH3:2].C(=O)([O-])[O-].[K+].[K+].S([O:39][CH2:40][CH:41]1[CH2:46][CH2:45][N:44]([C:47]([O:49][CH2:50][C:51]2[CH:56]=[CH:55][CH:54]=[CH:53][CH:52]=2)=[O:48])[CH2:43][CH2:42]1)(C1C=CC(C)=CC=1)(=O)=O, predict the reaction product. The product is: [C:1]([O:5][C:6]([NH:7][CH:8]([C:9]1[CH:10]=[CH:11][CH:12]=[CH:13][CH:14]=1)[C:9]1[CH:10]=[C:11]([CH:12]=[CH:13][CH:14]=1)[O:39][CH2:40][CH:41]1[CH2:42][CH2:43][N:44]([C:47]([O:49][CH2:50][C:51]2[CH:52]=[CH:53][CH:54]=[CH:55][CH:56]=2)=[O:48])[CH2:45][CH2:46]1)=[O:22])([CH3:2])([CH3:3])[CH3:4]. (6) Given the reactants Br[C:2]1[CH:7]=[CH:6][CH:5]=[C:4]([CH3:8])[N:3]=1.CC1(C)COB([C:16]2[C:17]([C:23]#[N:24])=[N:18][C:19]([CH3:22])=[CH:20][CH:21]=2)OC1.[F-].[Cs+], predict the reaction product. The product is: [CH3:8][C:4]1[N:3]=[C:2]([C:16]2[C:17]([C:23]#[N:24])=[N:18][C:19]([CH3:22])=[CH:20][CH:21]=2)[CH:7]=[CH:6][CH:5]=1. (7) Given the reactants [C:1]([O:5][C:6](=[O:34])[NH:7][C:8]([C:10]1[S:11][C:12]([S:32][CH3:33])=[C:13]([S:15]([C:18]2[CH:19]=[C:20]([C:24]3[C:29]([CH3:30])=[CH:28][CH:27]=[CH:26][C:25]=3[NH2:31])[CH:21]=[CH:22][CH:23]=2)(=[O:17])=[O:16])[CH:14]=1)=[NH:9])([CH3:4])([CH3:3])[CH3:2].[Br:35][CH2:36][C:37](Br)=[O:38].CCN(C(C)C)C(C)C.CCOC(C)=O, predict the reaction product. The product is: [C:1]([O:5][C:6](=[O:34])[NH:7][C:8]([C:10]1[S:11][C:12]([S:32][CH3:33])=[C:13]([S:15]([C:18]2[CH:19]=[C:20]([C:24]3[C:25]([NH:31][C:37](=[O:38])[CH2:36][Br:35])=[CH:26][CH:27]=[CH:28][C:29]=3[CH3:30])[CH:21]=[CH:22][CH:23]=2)(=[O:17])=[O:16])[CH:14]=1)=[NH:9])([CH3:4])([CH3:3])[CH3:2].